Dataset: Full USPTO retrosynthesis dataset with 1.9M reactions from patents (1976-2016). Task: Predict the reactants needed to synthesize the given product. (1) Given the product [Cl:24][C:22]1[CH:21]=[CH:20][C:19]2[C:13](=[CH:12][C:5]3[CH:6]=[CH:7][C:2]([OH:1])=[CH:3][CH:4]=3)[C:14]3[CH:28]=[CH:27][CH:26]=[CH:25][C:15]=3[CH2:16][CH2:17][C:18]=2[CH:23]=1, predict the reactants needed to synthesize it. The reactants are: [OH:1][C:2]1[CH:7]=[CH:6][C:5](B(O)O)=[CH:4][CH:3]=1.Br[CH:12]=[C:13]1[C:19]2[CH:20]=[CH:21][C:22]([Cl:24])=[CH:23][C:18]=2[CH2:17][CH2:16][C:15]2[CH:25]=[CH:26][CH:27]=[CH:28][C:14]1=2. (2) Given the product [C:1]([OH:4])(=[O:3])[CH3:2].[C:56]([C:53]1[CH:52]=[CH:51][C:50]([C:46]2[CH:47]=[CH:48][CH:49]=[C:44]([C:42]3[NH:41][C:40]4[CH:61]=[CH:62][C:37]([C:35]([NH2:36])=[NH:34])=[CH:38][C:39]=4[N:43]=3)[C:45]=2[OH:60])=[CH:55][CH:54]=1)(=[NH:57])[NH2:59], predict the reactants needed to synthesize it. The reactants are: [C:1]([OH:4])(=[O:3])[CH3:2].C(C1C=CC(C2C=CC(O)=C(C3NC4C=CC(C(N)=N)=CC=4N=3)C=2)=CC=1)(=N)N.O[NH:34][C:35]([C:37]1[CH:62]=[CH:61][C:40]2[NH:41][C:42]([C:44]3[C:45]([OH:60])=[C:46]([C:50]4[CH:55]=[CH:54][C:53]([C:56](=[NH:59])[NH:57]O)=[CH:52][CH:51]=4)[CH:47]=[CH:48][CH:49]=3)=[N:43][C:39]=2[CH:38]=1)=[NH:36].CC(C)C.C(C1C=C(C2C=CC=C(C#N)C=2)C=CC=1O)=O.C(C1C=CC(C2C=C(OC)C(O)=C(C3NC4C=CC(C#N)=CC=4N=3)C=2)=CC=1)#N. (3) Given the product [CH2:43]([O:45][P:46]([CH2:51][N:52]1[C:61]2[C:56](=[C:57]([NH:62][C:14]3[C:19]([C:20]([F:21])([F:23])[F:22])=[CH:18][N:17]=[C:16]([NH:24][C:25]4[CH:39]=[CH:38][C:28]([CH2:29][P:30]([O:31][CH2:32][CH3:33])([O:34][CH2:35][CH3:36])=[O:37])=[CH:27][C:26]=4[O:40][CH3:41])[N:15]=3)[CH:58]=[CH:59][CH:60]=2)[C:55](=[O:63])[C:54]([CH3:64])=[CH:53]1)(=[O:50])[O:47][CH2:48][CH3:49])[CH3:44], predict the reactants needed to synthesize it. The reactants are: NC1C=CC(F)=CC=1C(NC)=O.Cl[C:14]1[C:19]([C:20]([F:23])([F:22])[F:21])=[CH:18][N:17]=[C:16]([NH:24][C:25]2[CH:39]=[CH:38][C:28]([CH2:29][P:30](=[O:37])([O:34][CH2:35][CH3:36])[O:31][CH2:32][CH3:33])=[CH:27][C:26]=2[O:40][CH3:41])[N:15]=1.Cl.[CH2:43]([O:45][P:46]([CH2:51][N:52]1[C:61]2[C:56](=[C:57]([NH2:62])[CH:58]=[CH:59][CH:60]=2)[C:55](=[O:63])[C:54]([CH3:64])=[CH:53]1)(=[O:50])[O:47][CH2:48][CH3:49])[CH3:44]. (4) Given the product [N:7]1([CH:4]2[CH2:5][CH2:6][N:1]([CH2:14][C:15]#[N:16])[CH2:2][CH2:3]2)[CH2:12][CH2:11][O:10][CH2:9][CH2:8]1, predict the reactants needed to synthesize it. The reactants are: [NH:1]1[CH2:6][CH2:5][CH:4]([N:7]2[CH2:12][CH2:11][O:10][CH2:9][CH2:8]2)[CH2:3][CH2:2]1.Br[CH2:14][C:15]#[N:16]. (5) Given the product [Br:2][C:3]1[C:4]2[S:11](=[O:13])(=[O:12])[N:10]=[C:9]([NH2:1])[C:5]=2[CH:6]=[CH:7][CH:8]=1, predict the reactants needed to synthesize it. The reactants are: [NH3:1].[Br:2][C:3]1[CH:8]=[CH:7][CH:6]=[C:5]([C:9]#[N:10])[C:4]=1[S:11](Cl)(=[O:13])=[O:12].O.